From a dataset of Catalyst prediction with 721,799 reactions and 888 catalyst types from USPTO. Predict which catalyst facilitates the given reaction. Reactant: C([O:8][C:9](=[O:56])[CH2:10][CH:11]1[CH2:16][CH2:15][CH:14]([CH2:17][N:18]2[CH2:24][CH2:23][CH2:22][CH:21]([N:25]([CH2:32][C:33]3[CH:38]=[C:37]([C:39]([F:42])([F:41])[F:40])[CH:36]=[C:35]([C:43]([F:46])([F:45])[F:44])[CH:34]=3)[C:26]3[N:27]=[N:28][N:29]([CH3:31])[N:30]=3)[C:20]3[CH:47]=[C:48]([CH3:55])[C:49]([C:51]([F:54])([F:53])[F:52])=[CH:50][C:19]2=3)[CH2:13][CH2:12]1)C1C=CC=CC=1. The catalyst class is: 562. Product: [F:45][C:43]([F:44])([F:46])[C:35]1[CH:34]=[C:33]([CH:38]=[C:37]([C:39]([F:42])([F:41])[F:40])[CH:36]=1)[CH2:32][N:25]([C:26]1[N:27]=[N:28][N:29]([CH3:31])[N:30]=1)[CH:21]1[CH2:22][CH2:23][CH2:24][N:18]([CH2:17][CH:14]2[CH2:15][CH2:16][CH:11]([CH2:10][C:9]([OH:56])=[O:8])[CH2:12][CH2:13]2)[C:19]2[CH:50]=[C:49]([C:51]([F:52])([F:53])[F:54])[C:48]([CH3:55])=[CH:47][C:20]1=2.